Dataset: Full USPTO retrosynthesis dataset with 1.9M reactions from patents (1976-2016). Task: Predict the reactants needed to synthesize the given product. Given the product [OH:2][CH2:3][C:5]1[N:6]=[C:7]([C:10]2[CH:18]=[CH:17][CH:16]=[C:15]3[C:11]=2[CH:12]=[CH:13][N:14]3[C:19]([O:21][C:22]([CH3:25])([CH3:24])[CH3:23])=[O:20])[O:8][CH:9]=1, predict the reactants needed to synthesize it. The reactants are: C[O:2][C:3]([C:5]1[N:6]=[C:7]([C:10]2[CH:18]=[CH:17][CH:16]=[C:15]3[C:11]=2[CH:12]=[CH:13][N:14]3[C:19]([O:21][C:22]([CH3:25])([CH3:24])[CH3:23])=[O:20])[O:8][CH:9]=1)=O.CC(C[AlH]CC(C)C)C.[C@H](O)(C([O-])=O)[C@@H](O)C([O-])=O.[Na+].[K+].